This data is from Peptide-MHC class II binding affinity with 134,281 pairs from IEDB. The task is: Regression. Given a peptide amino acid sequence and an MHC pseudo amino acid sequence, predict their binding affinity value. This is MHC class II binding data. The peptide sequence is ASTGGAYESYKFIPA. The MHC is HLA-DQA10201-DQB10202 with pseudo-sequence HLA-DQA10201-DQB10202. The binding affinity (normalized) is 0.0978.